This data is from Catalyst prediction with 721,799 reactions and 888 catalyst types from USPTO. The task is: Predict which catalyst facilitates the given reaction. (1) Reactant: [Cl:1][C:2]1[CH:7]=[CH:6][C:5]([C:8]2[C:17]3[C:12](=[CH:13][C:14]([O:18][Si](C(C)C)(C(C)C)C(C)C)=[CH:15][CH:16]=3)[CH:11]=[C:10]([CH3:29])[C:9]=2[C:30](=[O:36])[C:31]([O:33][CH2:34][CH3:35])=[O:32])=[CH:4][CH:3]=1.CCCC[N+](CCCC)(CCCC)CCCC.[F-].C1C=CC(N([S:62]([C:65]([F:68])([F:67])[F:66])(=[O:64])=[O:63])[S:62]([C:65]([F:68])([F:67])[F:66])(=[O:64])=[O:63])=CC=1.C(=O)([O-])[O-].[K+].[K+]. Product: [Cl:1][C:2]1[CH:7]=[CH:6][C:5]([C:8]2[C:17]3[C:12](=[CH:13][C:14]([O:18][S:62]([C:65]([F:68])([F:67])[F:66])(=[O:64])=[O:63])=[CH:15][CH:16]=3)[CH:11]=[C:10]([CH3:29])[C:9]=2[C:30](=[O:36])[C:31]([O:33][CH2:34][CH3:35])=[O:32])=[CH:4][CH:3]=1. The catalyst class is: 1. (2) Reactant: [CH3:1][O:2][C:3]1[CH:9]=[CH:8][C:7]([CH3:10])=[CH:6][C:4]=1[NH2:5].[Br:11]N1C(=O)CCC1=O. Product: [Br:11][C:8]1[C:7]([CH3:10])=[CH:6][C:4]([NH2:5])=[C:3]([O:2][CH3:1])[CH:9]=1. The catalyst class is: 163. (3) Reactant: [CH3:1][C:2]1[S:6][C:5]([CH:7]2[CH2:9][CH:8]2[C:10]([O:12]C(C)(C)C)=[O:11])=[CH:4][CH:3]=1.FC(F)(F)C(O)=O. Product: [CH3:1][C:2]1[S:6][C:5]([CH:7]2[CH2:9][CH:8]2[C:10]([OH:12])=[O:11])=[CH:4][CH:3]=1. The catalyst class is: 2.